This data is from Forward reaction prediction with 1.9M reactions from USPTO patents (1976-2016). The task is: Predict the product of the given reaction. (1) The product is: [NH2:29][C:30]1[O:38][C:37]2[C:32](=[N:33][CH:34]=[C:35]([CH:39]3[CH2:40][CH2:41][O:42][CH2:43][CH2:44]3)[CH:36]=2)[C:31]=1[C:45]([NH:1][C:2]1[CH:3]=[N:4][S:5][C:6]=1[N:7]1[CH2:12][C@H:11]([CH3:13])[CH2:10][C@H:9]([NH2:14])[CH2:8]1)=[O:46]. Given the reactants [NH2:1][C:2]1[CH:3]=[N:4][S:5][C:6]=1[N:7]1[CH2:12][C@H:11]([CH3:13])[CH2:10][C@H:9]([NH:14]C(=O)OC(C)(C)C)[CH2:8]1.C(OC([NH:29][C:30]1[O:38][C:37]2[C:32](=[N:33][CH:34]=[C:35]([CH:39]3[CH2:44][CH2:43][O:42][CH2:41][CH2:40]3)[CH:36]=2)[C:31]=1[C:45](O)=[O:46])=O)(C)(C)C.CN(C(ON1N=NC2C=CC=NC1=2)=[N+](C)C)C.F[P-](F)(F)(F)(F)F.CCN(C(C)C)C(C)C.C(O)(C(F)(F)F)=O, predict the reaction product. (2) Given the reactants [Cl:1][C:2]1[CH:28]=[CH:27][C:5]([CH2:6][N:7]2[C:15]3[C:10](=[CH:11][C:12]([CH:16]=[C:17]4[S:21][C:20](SCCC)=[N:19][C:18]4=[O:26])=[CH:13][CH:14]=3)[CH:9]=[N:8]2)=[C:4]([C:29]([F:32])([F:31])[F:30])[CH:3]=1.[N:33]1([CH:38]2[CH2:43][CH2:42][NH:41][CH2:40][CH2:39]2)[CH:37]=[N:36][CH:35]=[N:34]1, predict the reaction product. The product is: [Cl:1][C:2]1[CH:28]=[CH:27][C:5]([CH2:6][N:7]2[C:15]3[C:10](=[CH:11][C:12]([CH:16]=[C:17]4[S:21][C:20]([N:41]5[CH2:40][CH2:39][CH:38]([N:33]6[CH:37]=[N:36][CH:35]=[N:34]6)[CH2:43][CH2:42]5)=[N:19][C:18]4=[O:26])=[CH:13][CH:14]=3)[CH:9]=[N:8]2)=[C:4]([C:29]([F:30])([F:31])[F:32])[CH:3]=1. (3) Given the reactants Cl.N1C=CC=[CH:4][CH:3]=1.C(OC([N:15]1[C:26]2[C:18](=[C:19]3[C:23](=[C:24]([OH:27])[CH:25]=2)NC=[C:20]3[CH3:28])[C@H:17]([CH2:29][Cl:30])[CH2:16]1)=O)(C)(C)C, predict the reaction product. The product is: [Cl:30][CH2:29][C@H:17]1[C:18]2[C:19]3[CH:20]=[CH:28][CH:3]=[CH:4][C:23]=3[C:24]([OH:27])=[CH:25][C:26]=2[NH:15][CH2:16]1. (4) Given the reactants [OH:1][C:2]1[CH:3]=[CH:4][C:5]([CH3:8])=[N:6][CH:7]=1.[Br:9]Br.O, predict the reaction product. The product is: [Br:9][C:7]1[C:2]([OH:1])=[CH:3][CH:4]=[C:5]([CH3:8])[N:6]=1.